From a dataset of Full USPTO retrosynthesis dataset with 1.9M reactions from patents (1976-2016). Predict the reactants needed to synthesize the given product. (1) The reactants are: [C:1]([C:3]1[CH:4]=[N:5][N:6]2[CH:11]=[CH:10][C:9]([C:12]3[CH:20]=[CH:19][C:15]([C:16]([OH:18])=O)=[CH:14][CH:13]=3)=[N:8][C:7]=12)#[CH:2].C[N:22]1[CH2:27][CH2:26][O:25][CH2:24][CH2:23]1.CN(C(ON1N=NC2C=CC=NC1=2)=[N+](C)C)C.F[P-](F)(F)(F)(F)F.N1CCOCC1. Given the product [C:1]([C:3]1[CH:4]=[N:5][N:6]2[CH:11]=[CH:10][C:9]([C:12]3[CH:13]=[CH:14][C:15]([C:16]([N:22]4[CH2:27][CH2:26][O:25][CH2:24][CH2:23]4)=[O:18])=[CH:19][CH:20]=3)=[N:8][C:7]=12)#[CH:2], predict the reactants needed to synthesize it. (2) Given the product [F:2][C:3]1[CH:29]=[CH:28][C:6]([CH2:7][NH:8][C:9]([C:11]2[N:12]=[C:13]3[CH:41]([N:42]([CH3:48])[C:43](=[O:47])[C:44]([N:35]([CH3:36])[CH3:34])=[O:46])[CH2:18][CH2:17][C:16]([CH3:23])([CH3:22])[CH2:15][N:14]3[C:24](=[O:27])[C:25]=2[OH:26])=[O:10])=[CH:5][C:4]=1[CH3:30], predict the reactants needed to synthesize it. The reactants are: Cl.[F:2][C:3]1[CH:29]=[CH:28][C:6]([CH2:7][NH:8][C:9]([C:11]2[N:12]=[C:13]3C(NC)[CH2:18][CH2:17][C:16]([CH3:23])([CH3:22])[CH2:15][N:14]3[C:24](=[O:27])[C:25]=2[OH:26])=[O:10])=[CH:5][C:4]=1[CH3:30].C1[CH:36]=[N:35][C:34]2N(O)N=NC=2C=1.[CH3:41][N:42]([CH3:48])[C:43](=[O:47])[C:44]([OH:46])=O.C(N(CC)CC)C.C(Cl)CCl. (3) Given the product [CH3:1][C:2]1[CH:3]=[C:4]2[C:8](=[CH:9][C:10]=1[N+:12]([O-:14])=[O:13])[C:7](=[O:11])[CH2:6][CH2:5]2, predict the reactants needed to synthesize it. The reactants are: [CH3:1][C:2]1[CH:3]=[C:4]2[C:8](=[CH:9][CH:10]=1)[C:7](=[O:11])[CH2:6][CH2:5]2.[N+:12]([O-])([O-:14])=[O:13].[K+]. (4) Given the product [Br:1][C:2]1[C:10]2[C:5](=[CH:6][C:7]([N+:12]([O-:14])=[O:13])=[C:8]([CH2:11][NH:62][CH2:61][C:58]3[CH:59]=[CH:60][C:55]([F:54])=[CH:56][CH:57]=3)[CH:9]=2)[N:4]([C:15]([C:28]2[CH:33]=[CH:32][CH:31]=[CH:30][CH:29]=2)([C:22]2[CH:23]=[CH:24][CH:25]=[CH:26][CH:27]=2)[C:16]2[CH:21]=[CH:20][CH:19]=[CH:18][CH:17]=2)[N:3]=1, predict the reactants needed to synthesize it. The reactants are: [Br:1][C:2]1[C:10]2[C:5](=[CH:6][C:7]([N+:12]([O-:14])=[O:13])=[C:8]([CH3:11])[CH:9]=2)[N:4]([C:15]([C:28]2[CH:33]=[CH:32][CH:31]=[CH:30][CH:29]=2)([C:22]2[CH:27]=[CH:26][CH:25]=[CH:24][CH:23]=2)[C:16]2[CH:21]=[CH:20][CH:19]=[CH:18][CH:17]=2)[N:3]=1.C1C(=O)N(Br)C(=O)C1.CC(N=NC(C#N)(C)C)(C#N)C.[F:54][C:55]1[CH:60]=[CH:59][C:58]([CH2:61][NH2:62])=[CH:57][CH:56]=1. (5) Given the product [Br:1][C:2]1[C:10]2[C:9](=[O:11])[N:8]([CH3:12])[C:7](=[O:13])[N:6]([CH2:14][CH:15]([CH3:16])[CH3:17])[C:5]=2[S:4][C:3]=1[CH2:18][C:19]1[CH:24]=[CH:23][CH:22]=[CH:21][C:20]=1[C:25]([F:26])([F:27])[F:28], predict the reactants needed to synthesize it. The reactants are: [Br:1][C:2]1[C:10]2[C:9](=[O:11])[N:8]([CH3:12])[C:7](=[O:13])[N:6]([CH2:14][CH:15]([CH3:17])[CH3:16])[C:5]=2[S:4][C:3]=1[CH:18](O)[C:19]1[CH:24]=[CH:23][CH:22]=[CH:21][C:20]=1[C:25]([F:28])([F:27])[F:26].FC(F)(F)C(O)=O.ClCCl. (6) Given the product [C:9]([O:13][C:14](=[O:23])[NH:15][CH:16]1[CH2:21][CH2:20][CH2:19][N:18]([C:2]2[CH:8]=[CH:7][C:5]([NH2:6])=[CH:4][CH:3]=2)[C:17]1=[O:22])([CH3:12])([CH3:10])[CH3:11], predict the reactants needed to synthesize it. The reactants are: I[C:2]1[CH:8]=[CH:7][C:5]([NH2:6])=[CH:4][CH:3]=1.[C:9]([O:13][C:14](=[O:23])[NH:15][CH:16]1[CH2:21][CH2:20][CH2:19][NH:18][C:17]1=[O:22])([CH3:12])([CH3:11])[CH3:10]. (7) Given the product [CH3:1][O:2][C:3]1[C:4]([N:21]([CH3:23])[CH3:22])=[CH:5][C:6]2[CH:12]([CH3:13])[CH2:11][NH:10][CH2:9][CH2:8][C:7]=2[N:20]=1, predict the reactants needed to synthesize it. The reactants are: [CH3:1][O:2][C:3]1[C:4]([N:21]([CH3:23])[CH3:22])=[CH:5][C:6]2[CH:12]([CH3:13])[CH2:11][N:10](C(=O)C(F)(F)F)[CH2:9][CH2:8][C:7]=2[N:20]=1.C([O-])([O-])=O.[K+].[K+].CO.O. (8) Given the product [NH2:1][C:2]1[N:10]=[C:9]2[C:5]([NH:6][CH:7]=[N:8]2)=[C:4]([I:12])[N:3]=1, predict the reactants needed to synthesize it. The reactants are: [NH2:1][C:2]1[N:10]=[C:9]2[C:5]([NH:6][CH:7]=[N:8]2)=[C:4](Cl)[N:3]=1.[IH:12].C(O)(=O)C.